This data is from Forward reaction prediction with 1.9M reactions from USPTO patents (1976-2016). The task is: Predict the product of the given reaction. Given the reactants [NH:1]1[CH2:6][CH2:5][CH:4]([N:7]2[CH:11]=[C:10]([NH:12][C:13]3[N:18]=[C:17]([CH2:19][CH2:20][C:21]4[CH:26]=[CH:25][CH:24]=[CH:23][C:22]=4[CH:27]([CH3:31])[C:28]([NH2:30])=[O:29])[C:16]([C:32]([F:35])([F:34])[F:33])=[CH:15][N:14]=3)[CH:9]=[N:8]2)[CH2:3][CH2:2]1.C=O.[C:38](O[BH-](OC(=O)C)OC(=O)C)(=O)C.[Na+], predict the reaction product. The product is: [CH3:38][N:1]1[CH2:2][CH2:3][CH:4]([N:7]2[CH:11]=[C:10]([NH:12][C:13]3[N:18]=[C:17]([CH2:19][CH2:20][C:21]4[CH:26]=[CH:25][CH:24]=[CH:23][C:22]=4[CH:27]([CH3:31])[C:28]([NH2:30])=[O:29])[C:16]([C:32]([F:34])([F:33])[F:35])=[CH:15][N:14]=3)[CH:9]=[N:8]2)[CH2:5][CH2:6]1.